Dataset: Forward reaction prediction with 1.9M reactions from USPTO patents (1976-2016). Task: Predict the product of the given reaction. (1) Given the reactants [CH3:1][N:2]1[C:6]([C:7]2[C:8]([CH3:25])=[C:9]([CH:14]=[C:15]([C:17]3[CH:18]=[N:19][C:20](SC)=[N:21][CH:22]=3)[CH:16]=2)[C:10]([O:12][CH3:13])=[O:11])=[C:5]([CH3:26])[CH:4]=[N:3]1.[S:27]([O-:32])(O[O-])(=O)=[O:28].[K+].[K+].O1CCC[CH2:36]1, predict the reaction product. The product is: [CH3:1][N:2]1[C:6]([C:7]2[C:8]([CH3:25])=[C:9]([CH:14]=[C:15]([C:17]3[CH:18]=[N:19][C:20]([S:27]([CH3:36])(=[O:32])=[O:28])=[N:21][CH:22]=3)[CH:16]=2)[C:10]([O:12][CH3:13])=[O:11])=[C:5]([CH3:26])[CH:4]=[N:3]1. (2) Given the reactants [CH2:1]([O:8][C:9](=[O:38])[C@@H:10]1[CH2:14][CH2:13][CH2:12][N:11]1[C:15](=[O:37])[CH2:16][CH2:17][C:18](=[O:36])[C@@H:19]([NH:27][C:28](=[O:35])[C:29]1[CH:34]=[CH:33][CH:32]=[CH:31][CH:30]=1)[CH2:20][C:21]1[CH:26]=[CH:25][CH:24]=[CH:23][CH:22]=1)C1C=CC=CC=1.C(N[C@@H](CC1C=CC=CC=1)C(=O)CCC(O)=O)(=O)C1C=CC=CC=1.COC(=O)[C@H](CC1[C:77]2[C:72](=[CH:73][CH:74]=[CH:75][CH:76]=2)[NH:71]C=1)N.O.ON1C2C=CC=CC=2N=N1.Cl.C(N=C=NCCCN(C)C)C.CCN(C(C)C)C(C)C, predict the reaction product. The product is: [CH3:1][O:8][C:9](=[O:38])[C@H:10]([CH2:14][C:13]1[C:77]2[C:72](=[CH:73][CH:74]=[CH:75][CH:76]=2)[NH:71][CH:12]=1)[NH:11][C:15](=[O:37])[CH2:16][CH2:17][C:18](=[O:36])[C@@H:19]([NH:27][C:28](=[O:35])[C:29]1[CH:34]=[CH:33][CH:32]=[CH:31][CH:30]=1)[CH2:20][C:21]1[CH:26]=[CH:25][CH:24]=[CH:23][CH:22]=1. (3) Given the reactants [Br:1][C:2]1[C:6]2[NH:7]C(C)(C)[NH:9][C:10](=[O:11])[C:5]=2[S:4][C:3]=1[C:14]1[CH:15]=[N:16][NH:17][CH:18]=1.Cl.C([O-])(O)=O.[Na+], predict the reaction product. The product is: [NH2:7][C:6]1[C:2]([Br:1])=[C:3]([C:14]2[CH:15]=[N:16][NH:17][CH:18]=2)[S:4][C:5]=1[C:10]([NH2:9])=[O:11]. (4) Given the reactants [Br:1][C:2]1[CH:3]=[C:4]([C:9]([C:11]2[CH:12]=[N:13][CH:14]=[CH:15][CH:16]=2)=[O:10])[CH:5]=[C:6]([Cl:8])[CH:7]=1.[CH:17]([Mg]Cl)([CH3:19])[CH3:18].O, predict the reaction product. The product is: [Br:1][C:2]1[CH:3]=[C:4]([C:9]([C:11]2[CH:12]=[N:13][CH:14]=[CH:15][CH:16]=2)([OH:10])[CH:17]([CH3:19])[CH3:18])[CH:5]=[C:6]([Cl:8])[CH:7]=1. (5) Given the reactants [Cl:1][C:2]1[N:6]([CH3:7])[N:5]=[C:4]([C:8]2[CH:13]=[CH:12][CH:11]=[CH:10][N:9]=2)[C:3]=1/[C:14](/[C:20]1[CH:25]=[CH:24][C:23]([Cl:26])=[CH:22][C:21]=1[CH3:27])=[CH:15]\[CH2:16][C:17]([OH:19])=[O:18].[CH3:28][C:29]([NH2:32])([CH3:31])[CH3:30], predict the reaction product. The product is: [Cl:1][C:2]1[N:6]([CH3:7])[N:5]=[C:4]([C:8]2[CH:13]=[CH:12][CH:11]=[CH:10][N:9]=2)[C:3]=1/[C:14](/[C:20]1[CH:25]=[CH:24][C:23]([Cl:26])=[CH:22][C:21]=1[CH3:27])=[CH:15]\[CH2:16][C:17]([O-:19])=[O:18].[CH3:28][C:29]([NH3+:32])([CH3:31])[CH3:30].